From a dataset of Forward reaction prediction with 1.9M reactions from USPTO patents (1976-2016). Predict the product of the given reaction. Given the reactants Cl[CH2:2][C:3]1[N:4]=[C:5]([CH:8]([CH3:10])[CH3:9])[O:6][CH:7]=1.[P:11]([O:18]CC)([O:15][CH2:16][CH3:17])[O:12][CH2:13][CH3:14].C(OCC)(=O)C, predict the reaction product. The product is: [CH:8]([C:5]1[O:6][CH:7]=[C:3]([CH2:2][P:11](=[O:18])([O:15][CH2:16][CH3:17])[O:12][CH2:13][CH3:14])[N:4]=1)([CH3:10])[CH3:9].